Dataset: Full USPTO retrosynthesis dataset with 1.9M reactions from patents (1976-2016). Task: Predict the reactants needed to synthesize the given product. (1) Given the product [NH2:15][C:10]1[CH:9]=[CH:8][C:7]([O:6][CH2:5][C:4]2[CH:18]=[C:19]([F:21])[CH:20]=[C:2]([F:1])[CH:3]=2)=[CH:14][C:11]=1[C:12]#[N:13], predict the reactants needed to synthesize it. The reactants are: [F:1][C:2]1[CH:3]=[C:4]([CH:18]=[C:19]([F:21])[CH:20]=1)[CH2:5][O:6][C:7]1[CH:8]=[CH:9][C:10]([N+:15]([O-])=O)=[C:11]([CH:14]=1)[C:12]#[N:13]. (2) Given the product [NH2:1][C:4]1[CH:22]=[CH:21][C:7]2[N:8]([C:13](=[O:20])[CH2:14][N:15]3[CH2:16][CH2:17][CH2:18][CH2:19]3)[CH2:9][CH2:10][CH2:11][O:12][C:6]=2[CH:5]=1, predict the reactants needed to synthesize it. The reactants are: [N+:1]([C:4]1[CH:22]=[CH:21][C:7]2[N:8]([C:13](=[O:20])[CH2:14][N:15]3[CH2:19][CH2:18][CH2:17][CH2:16]3)[CH2:9][CH2:10][CH2:11][O:12][C:6]=2[CH:5]=1)([O-])=O.O.NN. (3) Given the product [Cl:2][C:3]1[CH:4]=[CH:5][C:6]([C@H:9]2[N:16]3[C:12]([S:13][C:14]([C:20]([N:22]([CH:25]4[CH2:28][N:27]([CH2:29][C@H:30]([OH:31])[CH2:34][OH:33])[CH2:26]4)[CH2:23][CH3:24])=[O:21])=[C:15]3[CH:17]([CH3:18])[CH3:19])=[N:11][C@:10]2([C:38]2[CH:39]=[CH:40][C:41]([Cl:44])=[CH:42][CH:43]=2)[CH3:37])=[CH:7][CH:8]=1, predict the reactants needed to synthesize it. The reactants are: Cl.[Cl:2][C:3]1[CH:8]=[CH:7][C:6]([C@H:9]2[N:16]3[C:12]([S:13][C:14]([C:20]([N:22]([CH:25]4[CH2:28][N:27]([CH2:29][C@H:30]5[CH2:34][O:33]C(C)(C)[O:31]5)[CH2:26]4)[CH2:23][CH3:24])=[O:21])=[C:15]3[CH:17]([CH3:19])[CH3:18])=[N:11][C@:10]2([C:38]2[CH:43]=[CH:42][C:41]([Cl:44])=[CH:40][CH:39]=2)[CH3:37])=[CH:5][CH:4]=1.[OH-].[Na+]. (4) Given the product [CH3:12][C:11]1[N:13]=[C:8]([C:4]2[CH:5]=[N:6][NH:7][C:3]=2[NH2:2])[O:9][CH:10]=1, predict the reactants needed to synthesize it. The reactants are: Cl.[NH2:2][C:3]1[NH:7][N:6]=[CH:5][C:4]=1[C:8](=[NH:13])[O:9][CH2:10][C:11]#[CH:12].C1(C)C(C)=CC=CC=1.CCN(C(C)C)C(C)C. (5) The reactants are: C[C:2]1[C:3]([NH:12][C@H:13]2[CH2:17][CH2:16][CH2:15][C@@H:14]2[NH:18]C(=O)OC(C)(C)C)=[N:4][CH:5]=[C:6]([C:8]([F:11])([F:10])[F:9])[N:7]=1.[ClH:26].O1CCOC[CH2:28]1. Given the product [ClH:26].[CH3:28][N:12]([C:3]1[CH:2]=[N:7][C:6]([C:8]([F:9])([F:10])[F:11])=[CH:5][N:4]=1)[C@H:13]1[CH2:17][CH2:16][CH2:15][C@@H:14]1[NH2:18], predict the reactants needed to synthesize it. (6) Given the product [O:4]=[C:5]1[C:10]([C:11]([NH:2][NH2:3])=[O:13])=[CH:9][CH:8]=[CH:7][NH:6]1, predict the reactants needed to synthesize it. The reactants are: O.[NH2:2][NH2:3].[OH:4][C:5]1[C:10]([C:11]([O:13]C)=O)=[CH:9][CH:8]=[CH:7][N:6]=1. (7) The reactants are: [NH2:1][C@H:2]([C:12]([OH:14])=[O:13])[CH2:3][CH2:4][CH2:5][C:6]1[CH:11]=[CH:10][CH:9]=[CH:8][CH:7]=1.OS(O)(=O)=O.[CH3:20][C:21](=[CH2:23])[CH3:22]. Given the product [NH2:1][C@H:2]([C:12]([O:14][C:21]([CH3:23])([CH3:22])[CH3:20])=[O:13])[CH2:3][CH2:4][CH2:5][C:6]1[CH:7]=[CH:8][CH:9]=[CH:10][CH:11]=1, predict the reactants needed to synthesize it.